Task: Predict the reactants needed to synthesize the given product.. Dataset: Full USPTO retrosynthesis dataset with 1.9M reactions from patents (1976-2016) (1) Given the product [CH3:1][C:2]1[O:6][C:5]([C:7]2[CH:8]=[CH:9][CH:10]=[CH:11][CH:12]=2)=[N:4][C:3]=1[CH2:13][O:14][C:15]1[CH:38]=[CH:37][C:18]([CH2:19][N:20]2[C:32]3[CH:31]=[CH:30][CH:29]=[C:28]([OH:33])[C:27]=3[C:26]3[C:21]2=[CH:22][CH:23]=[CH:24][CH:25]=3)=[CH:17][C:16]=1[O:39][CH3:40], predict the reactants needed to synthesize it. The reactants are: [CH3:1][C:2]1[O:6][C:5]([C:7]2[CH:12]=[CH:11][CH:10]=[CH:9][CH:8]=2)=[N:4][C:3]=1[CH2:13][O:14][C:15]1[CH:38]=[CH:37][C:18]([CH2:19][N:20]2[C:32]3[CH:31]=[CH:30][CH:29]=[C:28]([O:33]CC=C)[C:27]=3[C:26]3[C:21]2=[CH:22][CH:23]=[CH:24][CH:25]=3)=[CH:17][C:16]=1[O:39][CH3:40].O1CCCC1CCO.C1(P(C2C=CC=CC=2)C2C=CC=CC=2)C=CC=CC=1. (2) The reactants are: [O:1]1[CH:5]=[CH:4][CH:3]=[C:2]1[C:6](Cl)=[O:7].[F:9][C:10]1[CH:11]=[C:12]2[C:17](=[CH:18][CH:19]=1)[N:16]([CH3:20])[C:15](=[O:21])[C:14]([C:22]#[N:23])=[C:13]2[N:24]1[CH2:29][CH2:28][NH:27][CH2:26][CH2:25]1. Given the product [F:9][C:10]1[CH:11]=[C:12]2[C:17](=[CH:18][CH:19]=1)[N:16]([CH3:20])[C:15](=[O:21])[C:14]([C:22]#[N:23])=[C:13]2[N:24]1[CH2:25][CH2:26][N:27]([C:6]([C:2]2[O:1][CH:5]=[CH:4][CH:3]=2)=[O:7])[CH2:28][CH2:29]1, predict the reactants needed to synthesize it. (3) Given the product [I:7][C:8]1[CH:17]=[C:16]2[C:11]([CH:12]=[CH:13][C:14]([O:18][CH:22]([O:21][CH3:20])[C:23]([O:25][CH3:26])=[O:24])=[CH:15]2)=[CH:10][CH:9]=1, predict the reactants needed to synthesize it. The reactants are: CC(C)([O-])C.[K+].[I:7][C:8]1[CH:17]=[C:16]2[C:11]([CH:12]=[CH:13][C:14]([OH:18])=[CH:15]2)=[CH:10][CH:9]=1.Br[CH2:20][O:21][CH2:22][C:23]([O:25][CH3:26])=[O:24].BrC(OC)C(OC)=O.[Na+].[Cl-]. (4) Given the product [F:1][C:2]1[C:7]([CH:8]([OH:9])[C:25]2[C:21]3[CH:20]=[N:19][CH:18]=[N:17][C:22]=3[NH:23][CH:24]=2)=[CH:6][CH:5]=[CH:4][C:3]=1[NH:10][S:11]([CH2:14][CH2:15][CH3:16])(=[O:13])=[O:12], predict the reactants needed to synthesize it. The reactants are: [F:1][C:2]1[C:7]([CH:8]=[O:9])=[CH:6][CH:5]=[CH:4][C:3]=1[NH:10][S:11]([CH2:14][CH2:15][CH3:16])(=[O:13])=[O:12].[N:17]1[C:22]2[NH:23][CH:24]=[CH:25][C:21]=2[CH:20]=[N:19][CH:18]=1.[OH-].[K+].O. (5) The reactants are: [F:1][C:2]1[CH:7]=[CH:6][C:5]([C:8](=[O:27])[CH:9]([CH2:15][C:16]2[CH:21]=[CH:20][C:19]([O:22][C:23]([F:26])([F:25])[F:24])=[CH:18][CH:17]=2)[C:10]([O:12][CH2:13][CH3:14])=[O:11])=[CH:4][CH:3]=1.Cl. Given the product [F:1][C:2]1[CH:7]=[CH:6][C:5]([CH:8]([OH:27])[CH:9]([CH2:15][C:16]2[CH:17]=[CH:18][C:19]([O:22][C:23]([F:25])([F:26])[F:24])=[CH:20][CH:21]=2)[C:10]([O:12][CH2:13][CH3:14])=[O:11])=[CH:4][CH:3]=1, predict the reactants needed to synthesize it. (6) Given the product [CH3:22][O:21][C:3]1[CH:4]=[C:5]2[C:10](=[CH:11][C:2]=1[O:1][CH2:34][CH:35]1[CH2:40][CH2:39][N:38]([C:41]([O:43][C:44]([CH3:45])([CH3:47])[CH3:46])=[O:42])[CH2:37][CH2:36]1)[N:9]=[CH:8][N:7]([CH2:12][O:13][C:14](=[O:19])[C:15]([CH3:16])([CH3:17])[CH3:18])[C:6]2=[O:20], predict the reactants needed to synthesize it. The reactants are: [OH:1][C:2]1[CH:11]=[C:10]2[C:5]([C:6](=[O:20])[N:7]([CH2:12][O:13][C:14](=[O:19])[C:15]([CH3:18])([CH3:17])[CH3:16])[CH:8]=[N:9]2)=[CH:4][C:3]=1[O:21][CH3:22].CC1C=CC(S(O[CH2:34][CH:35]2[CH2:40][CH2:39][N:38]([C:41]([O:43][C:44]([CH3:47])([CH3:46])[CH3:45])=[O:42])[CH2:37][CH2:36]2)(=O)=O)=CC=1.Cl. (7) Given the product [CH3:1][C:2]1[CH:7]=[CH:6][CH:5]=[C:4]([CH3:8])[C:3]=1[O:9][P:10]([Cl:13])([Cl:12])=[O:11], predict the reactants needed to synthesize it. The reactants are: [CH3:1][C:2]1[CH:7]=[CH:6][CH:5]=[C:4]([CH3:8])[C:3]=1[OH:9].[P:10](Cl)([Cl:13])([Cl:12])=[O:11]. (8) Given the product [C:3]([C:6]1[CH:35]=[CH:34][C:9]([O:10][CH2:11][C:12]2[CH:17]=[CH:16][C:15]([CH:18]([O:27][CH:28]3[CH2:33][CH2:32][CH2:31][CH2:30][O:29]3)[C:19]3[CH:20]=[C:21]([C:22]4[NH:40][C:47](=[O:48])[O:49][N:23]=4)[CH:24]=[CH:25][CH:26]=3)=[CH:14][CH:13]=2)=[C:8]([CH2:36][CH2:37][CH3:38])[C:7]=1[OH:39])(=[O:5])[CH3:4], predict the reactants needed to synthesize it. The reactants are: NO.[C:3]([C:6]1[CH:35]=[CH:34][C:9]([O:10][CH2:11][C:12]2[CH:17]=[CH:16][C:15]([CH:18]([O:27][CH:28]3[CH2:33][CH2:32][CH2:31][CH2:30][O:29]3)[C:19]3[CH:20]=[C:21]([CH:24]=[CH:25][CH:26]=3)[C:22]#[N:23])=[CH:14][CH:13]=2)=[C:8]([CH2:36][CH2:37][CH3:38])[C:7]=1[OH:39])(=[O:5])[CH3:4].[N:40]1C=CC=CC=1.Cl[C:47]([O:49]CC(CC)CCCC)=[O:48].